Task: Predict the product of the given reaction.. Dataset: Forward reaction prediction with 1.9M reactions from USPTO patents (1976-2016) (1) Given the reactants [CH:1]([NH:4][C:5]([C:7]1[C:16](=[O:17])[C:15]2[C:10](=[N:11][CH:12]=[CH:13][CH:14]=2)[N:9]([C:18]2[CH:23]=[CH:22][CH:21]=[C:20]([C:24]#[C:25][Si](C)(C)C)[CH:19]=2)[CH:8]=1)=[O:6])([CH3:3])[CH3:2].[OH-].[Na+], predict the reaction product. The product is: [CH:1]([NH:4][C:5]([C:7]1[C:16](=[O:17])[C:15]2[C:10](=[N:11][CH:12]=[CH:13][CH:14]=2)[N:9]([C:18]2[CH:23]=[CH:22][CH:21]=[C:20]([C:24]#[CH:25])[CH:19]=2)[CH:8]=1)=[O:6])([CH3:3])[CH3:2]. (2) Given the reactants Cl[C:2]1[C:7]([C:8]#[N:9])=[CH:6][N:5]=[C:4]([S:10][CH3:11])[N:3]=1.CCN(C(C)C)C(C)C.Cl.[CH2:22]([C:24]1([NH2:29])[CH2:28][CH2:27][CH2:26][CH2:25]1)[CH3:23].O, predict the reaction product. The product is: [CH2:22]([C:24]1([NH:29][C:2]2[C:7]([C:8]#[N:9])=[CH:6][N:5]=[C:4]([S:10][CH3:11])[N:3]=2)[CH2:28][CH2:27][CH2:26][CH2:25]1)[CH3:23]. (3) Given the reactants [Br:1][C:2]1[CH:7]=[CH:6][C:5]([O:8][CH2:9][CH2:10]Cl)=[CH:4][CH:3]=1.CC(C)([O-])C.[K+], predict the reaction product. The product is: [Br:1][C:2]1[CH:7]=[CH:6][C:5]([O:8][CH:9]=[CH2:10])=[CH:4][CH:3]=1. (4) Given the reactants [Br:1][C:2]1[CH:10]=[C:9]2[C:5]([CH2:6][C:7](=[N:12]O)[C:8]2=[O:11])=[CH:4][C:3]=1[O:14][CH3:15].C1(C)C=CC(S(Cl)(=O)=[O:23])=CC=1, predict the reaction product. The product is: [Br:1][C:2]1[C:3]([O:14][CH3:15])=[CH:4][C:5]([CH2:6][C:7]#[N:12])=[C:9]([CH:10]=1)[C:8]([OH:11])=[O:23]. (5) Given the reactants [F:1][C:2]([F:36])([F:35])[CH:3]([C:29]1[CH:30]=[N:31][CH:32]=[CH:33][CH:34]=1)[O:4][C:5]1[C:6]([NH:15][S:16](=[O:28])(=[O:27])[NH:17][CH2:18][CH2:19][CH:20](OCC)[O:21]CC)=[N:7][C:8]2[C:13]([N:14]=1)=[CH:12][CH:11]=[CH:10][CH:9]=2.Cl.C(=O)(O)[O-].[Na+].C(OCC)(=O)C, predict the reaction product. The product is: [F:36][C:2]([F:1])([F:35])[CH:3]([C:29]1[CH:30]=[N:31][CH:32]=[CH:33][CH:34]=1)[O:4][C:5]1[C:6]([NH:15][S:16](=[O:27])(=[O:28])[NH:17][CH2:18][CH2:19][CH:20]=[O:21])=[N:7][C:8]2[C:13]([N:14]=1)=[CH:12][CH:11]=[CH:10][CH:9]=2. (6) Given the reactants [F:1][CH:2]([F:37])[O:3][C:4]1[CH:5]=[C:6]([C:10]2[CH:14]=[C:13]([C:15]([NH:17][C:18]3[CH:23]=[CH:22][C:21]([C@@H:24]4[O:29][CH2:28][CH2:27][N:26](C(OC(C)(C)C)=O)[CH2:25]4)=[CH:20][CH:19]=3)=[O:16])[NH:12][N:11]=2)[CH:7]=[CH:8][CH:9]=1.[ClH:38].FC(F)O[C:42]1C=C(C2C=C(C(NC3C=CC([C@@H]4OCCNC4)=CC=3)=O)NN=2)C=C[CH:47]=1.Cl.N1CCO[C@@H](C2C=CC(NC(C3C=C(C4C=CC=CC=4)NN=3)=O)=CC=2)C1.CN1CCOCC1.CN(C(ON1N=NC2C=CC=CC1=2)=[N+](C)C)C.F[P-](F)(F)(F)(F)F, predict the reaction product. The product is: [ClH:38].[F:1][CH:2]([F:37])[O:3][C:4]1[CH:5]=[C:6]([C:10]2[N:11]([CH2:42][CH3:47])[N:12]=[C:13]([C:15]([NH:17][C:18]3[CH:23]=[CH:22][C:21]([C@@H:24]4[O:29][CH2:28][CH2:27][NH:26][CH2:25]4)=[CH:20][CH:19]=3)=[O:16])[CH:14]=2)[CH:7]=[CH:8][CH:9]=1. (7) Given the reactants [H-].[Na+].FC(F)(F)C1C=CNN=1.[CH3:12][C:13]1[NH:17][N:16]=[C:15]([C:18]([F:21])([F:20])[F:19])[CH:14]=1.[Br:22][C:23]1[C:24](S(C)(=O)=O)=[N:25][C:26]([NH:29][C:30]2[CH:31]=[C:32]([CH:35]=[CH:36][CH:37]=2)[C:33]#[N:34])=[N:27][CH:28]=1.O, predict the reaction product. The product is: [Br:22][C:23]1[C:28]([N:17]2[C:13]([CH3:12])=[CH:14][C:15]([C:18]([F:21])([F:20])[F:19])=[N:16]2)=[N:27][C:26]([NH:29][C:30]2[CH:31]=[C:32]([CH:35]=[CH:36][CH:37]=2)[C:33]#[N:34])=[N:25][CH:24]=1. (8) Given the reactants [C:1]([C:4]1[C:9]([C:10](O)=[O:11])=[C:8]([NH:13][C:14]2[CH:19]=[CH:18][CH:17]=[CH:16][C:15]=2[Cl:20])[C:7]([F:21])=[C:6]([F:22])[CH:5]=1)(=O)[CH3:2].O.[NH2:24][NH2:25].Cl, predict the reaction product. The product is: [Cl:20][C:15]1[CH:16]=[CH:17][CH:18]=[CH:19][C:14]=1[NH:13][C:8]1[C:7]([F:21])=[C:6]([F:22])[CH:5]=[C:4]2[C:9]=1[C:10](=[O:11])[NH:25][N:24]=[C:1]2[CH3:2]. (9) Given the reactants [NH2:1][C:2]1[C:6]2[CH:7]=[N:8][C:9]([NH:11][C:12]([NH:14][C@@H:15]([C:17]3[CH:22]=[CH:21][CH:20]=[CH:19][CH:18]=3)[CH3:16])=[O:13])=[CH:10][C:5]=2[N:4]([C:23]([C:36]2[CH:41]=[CH:40][CH:39]=[CH:38][CH:37]=2)([C:30]2[CH:35]=[CH:34][CH:33]=[CH:32][CH:31]=2)[C:24]2[CH:29]=[CH:28][CH:27]=[CH:26][CH:25]=2)[N:3]=1.CCN(C(C)C)C(C)C.[C:51](Cl)(=[O:53])[CH3:52], predict the reaction product. The product is: [C:17]1([C@H:15]([NH:14][C:12](=[O:13])[NH:11][C:9]2[N:8]=[CH:7][C:6]3[C:2]([NH:1][C:51](=[O:53])[CH3:52])=[N:3][N:4]([C:23]([C:24]4[CH:25]=[CH:26][CH:27]=[CH:28][CH:29]=4)([C:36]4[CH:41]=[CH:40][CH:39]=[CH:38][CH:37]=4)[C:30]4[CH:31]=[CH:32][CH:33]=[CH:34][CH:35]=4)[C:5]=3[CH:10]=2)[CH3:16])[CH:22]=[CH:21][CH:20]=[CH:19][CH:18]=1. (10) The product is: [Cl:28][C:16]1[C:17]2[C:12](=[CH:11][C:10]([C:3]3[CH:4]=[C:5]([F:9])[C:6]([OH:8])=[CH:7][C:2]=3[F:1])=[CH:19][CH:18]=2)[CH:13]=[CH:14][C:15]=1[OH:20]. Given the reactants [F:1][C:2]1[CH:7]=[C:6]([OH:8])[C:5]([F:9])=[CH:4][C:3]=1[C:10]1[CH:11]=[C:12]2[C:17](=[CH:18][CH:19]=1)[CH:16]=[C:15]([OH:20])[CH:14]=[CH:13]2.C1C(=O)N([Cl:28])C(=O)C1, predict the reaction product.